The task is: Predict which catalyst facilitates the given reaction.. This data is from Catalyst prediction with 721,799 reactions and 888 catalyst types from USPTO. (1) Reactant: C[O:2][C:3](=O)[CH2:4][CH2:5][C:6]1[CH:11]=[C:10]([OH:12])[CH:9]=[CH:8][C:7]=1[Br:13].[H-].[H-].[H-].[H-].[Li+].[Al+3].C([O-])(O)=O.[Na+]. Product: [Br:13][C:7]1[CH:8]=[CH:9][C:10]([OH:12])=[CH:11][C:6]=1[CH2:5][CH2:4][CH2:3][OH:2]. The catalyst class is: 1. (2) Product: [O:42]1[C:38]([C:36]2[CH:37]=[C:32]([NH:31][C:30]([N:14]3[C@@H:15]4[CH2:19][N:18]([CH2:17][CH2:16]4)[C:12]4[CH:11]=[CH:10][C:9]([C:5]5[CH:6]=[CH:7][CH:8]=[C:3]([C:2]([F:21])([F:1])[F:22])[CH:4]=5)=[N:20][C:13]3=4)=[O:29])[CH:33]=[C:34]([C:43]3[O:47][CH:46]=[N:45][CH:44]=3)[CH:35]=2)=[CH:39][N:40]=[CH:41]1. The catalyst class is: 840. Reactant: [F:1][C:2]([F:22])([F:21])[C:3]1[CH:4]=[C:5]([C:9]2[CH:10]=[CH:11][C:12]3[N:18]4[CH2:19][C@H:15]([CH2:16][CH2:17]4)[NH:14][C:13]=3[N:20]=2)[CH:6]=[CH:7][CH:8]=1.C1([O:29][C:30](=O)[NH:31][C:32]2[CH:37]=[C:36]([C:38]3[O:42][CH:41]=[N:40][CH:39]=3)[CH:35]=[C:34]([C:43]3[O:47][CH:46]=[N:45][CH:44]=3)[CH:33]=2)C=CC=CC=1. (3) Reactant: C(=O)(O)[O-].[Na+].[C:17]([O:16][C:14](O[C:14]([O:16][C:17]([CH3:20])([CH3:19])[CH3:18])=[O:15])=[O:15])([CH3:20])([CH3:19])[CH3:18].Cl.[OH:22][CH2:23][CH2:24][O:25][C:26]1[S:27][CH:28]=[C:29]([C:31]([NH2:33])=[NH:32])[N:30]=1. Product: [C:17]([O:16][C:14](=[O:15])[NH:33][C:31]([C:29]1[N:30]=[C:26]([O:25][CH2:24][CH2:23][OH:22])[S:27][CH:28]=1)=[NH:32])([CH3:18])([CH3:19])[CH3:20]. The catalyst class is: 38. (4) Reactant: [Cl:1][C:2]1[CH:14]=[C:13]([CH2:15][S:16]([CH3:19])(=[O:18])=[O:17])[CH:12]=[CH:11][C:3]=1[C:4]([O:6]C(C)(C)C)=[O:5].Cl. Product: [Cl:1][C:2]1[CH:14]=[C:13]([CH2:15][S:16]([CH3:19])(=[O:18])=[O:17])[CH:12]=[CH:11][C:3]=1[C:4]([OH:6])=[O:5]. The catalyst class is: 12. (5) Reactant: [Cl:1][C:2]1[N:10]=[C:9]2[C:5]([N:6]=[CH:7][N:8]2[C@@H:11]2[CH2:15][C@H:14]([NH:16][C:17](=[O:20])[CH2:18][CH3:19])[C@@H:13]([OH:21])[C@H:12]2[OH:22])=[C:4](Cl)[N:3]=1.CCN(C(C)C)C(C)C.[C:33]1([CH:39]([C:42]2[CH:47]=[CH:46][CH:45]=[CH:44][CH:43]=2)[CH2:40][NH2:41])[CH:38]=[CH:37][CH:36]=[CH:35][CH:34]=1. Product: [Cl:1][C:2]1[N:10]=[C:9]2[C:5]([N:6]=[CH:7][N:8]2[C@@H:11]2[CH2:15][C@H:14]([NH:16][C:17](=[O:20])[CH2:18][CH3:19])[C@@H:13]([OH:21])[C@H:12]2[OH:22])=[C:4]([NH:41][CH2:40][CH:39]([C:33]2[CH:38]=[CH:37][CH:36]=[CH:35][CH:34]=2)[C:42]2[CH:47]=[CH:46][CH:45]=[CH:44][CH:43]=2)[N:3]=1. The catalyst class is: 1. (6) Reactant: [N:1]1([C:5]2[C:15]3[CH2:14][CH2:13][NH:12][CH2:11][CH2:10][C:9]=3[CH:8]=[CH:7][C:6]=2[Cl:16])[CH2:4][CH2:3][CH2:2]1.[C:17]([OH:24])(=[O:23])[CH2:18][CH2:19][C:20]([OH:22])=[O:21]. Product: [C:17]([OH:24])(=[O:23])[CH2:18][CH2:19][C:20]([OH:22])=[O:21].[N:1]1([C:5]2[C:15]3[CH2:14][CH2:13][NH:12][CH2:11][CH2:10][C:9]=3[CH:8]=[CH:7][C:6]=2[Cl:16])[CH2:4][CH2:3][CH2:2]1. The catalyst class is: 5. (7) Reactant: [CH2:1]([N:8]1[CH2:13][CH2:12][C:11](=[O:14])[CH2:10][CH2:9]1)[C:2]1[CH:7]=[CH:6][CH:5]=[CH:4][CH:3]=1.O([Si](C)(C)C)S(C(F)(F)F)(=O)=O.[F:27][C:28]1[CH:41]=[CH:40][CH:39]=[CH:38][C:29]=1[CH:30](O)[C:31]1[CH:36]=[CH:35][CH:34]=[CH:33][CH:32]=1.C(=O)([O-])[O-].[Na+].[Na+]. Product: [CH2:1]([N:8]1[CH2:13][CH2:12][C:11](=[O:14])[CH:10]([CH:30]([C:29]2[CH:38]=[CH:39][CH:40]=[CH:41][C:28]=2[F:27])[C:31]2[CH:32]=[CH:33][CH:34]=[CH:35][CH:36]=2)[CH2:9]1)[C:2]1[CH:3]=[CH:4][CH:5]=[CH:6][CH:7]=1. The catalyst class is: 4. (8) Reactant: [NH2:1][C:2]1[CH:3]=[C:4]([CH:10]=[CH:11][N:12]=1)[C:5]([O:7][CH2:8][CH3:9])=[O:6].[CH3:13][S:14](Cl)(=[O:16])=[O:15]. Product: [CH3:13][S:14]([NH:1][C:2]1[CH:3]=[C:4]([CH:10]=[CH:11][N:12]=1)[C:5]([O:7][CH2:8][CH3:9])=[O:6])(=[O:16])=[O:15]. The catalyst class is: 17. (9) Reactant: [Cl:1][C:2]1[CH:3]=[CH:4][C:5]([NH:9][C:10]2[N:14]([CH3:15])[C:13]3[C:16]([N:20]([CH2:24][CH2:25][CH3:26])[CH2:21][CH2:22][CH3:23])=[CH:17][CH:18]=[CH:19][C:12]=3[N:11]=2)=[C:6]([OH:8])[CH:7]=1.C1(P(C2C=CC=CC=2)C2C=CC=CC=2)C=CC=CC=1.CCOC(/N=N/C(OCC)=O)=O.[Br:58][CH2:59][CH2:60][CH2:61]O. Product: [Br:58][CH2:59][CH2:60][CH2:61][O:8][C:6]1[CH:7]=[C:2]([Cl:1])[CH:3]=[CH:4][C:5]=1[NH:9][C:10]1[N:14]([CH3:15])[C:13]2[C:16]([N:20]([CH2:24][CH2:25][CH3:26])[CH2:21][CH2:22][CH3:23])=[CH:17][CH:18]=[CH:19][C:12]=2[N:11]=1. The catalyst class is: 7. (10) Reactant: [Cl:1][C:2]1[CH:3]=[C:4]([C:9]2[N:14]=[CH:13][N:12]=[C:11](Cl)[C:10]=2[C:16]#[N:17])[CH:5]=[CH:6][C:7]=1[Cl:8].[SH:18][CH2:19][C:20]([NH2:22])=[O:21].C(N(C(C)C)CC)(C)C. Product: [Cl:1][C:2]1[CH:3]=[C:4]([C:9]2[N:14]=[CH:13][N:12]=[C:11]([S:18][CH2:19][C:20]([NH2:22])=[O:21])[C:10]=2[C:16]#[N:17])[CH:5]=[CH:6][C:7]=1[Cl:8]. The catalyst class is: 429.